This data is from Catalyst prediction with 721,799 reactions and 888 catalyst types from USPTO. The task is: Predict which catalyst facilitates the given reaction. (1) Reactant: [N+](C1C=CC(CO[C:10]([NH:12][C:13]2[CH:25]=[CH:24][C:16]3[S:17][C:18]4[CH:23]=[CH:22][CH:21]=[CH:20][C:19]=4[C:15]=3[CH:14]=2)=[O:11])=CC=1)([O-])=O.[CH3:28][NH:29][CH2:30][CH2:31][C:32]1[CH:37]=[CH:36][N:35]=[CH:34][CH:33]=1. Product: [N:35]1[CH:36]=[CH:37][C:32]([CH2:31][CH2:30][N:29]([CH3:28])[C:10](=[O:11])[NH:12][C:13]2[CH:25]=[CH:24][C:16]3[S:17][C:18]4[CH:23]=[CH:22][CH:21]=[CH:20][C:19]=4[C:15]=3[CH:14]=2)=[CH:33][CH:34]=1. The catalyst class is: 25. (2) Reactant: [F:1][C:2]1[CH:10]=[C:9]2[C:5]([C:6]([C:20]3[CH:21]=[N:22][NH:23][CH:24]=3)=[CH:7][N:8]2[S:11]([C:14]2[CH:19]=[CH:18][CH:17]=[CH:16][CH:15]=2)(=[O:13])=[O:12])=[CH:4][CH:3]=1.C([O-])([O-])=O.[Cs+].[Cs+].CS(O[CH2:36][CH:37]1[CH2:42][CH2:41][N:40]([C:43]([O:45][C:46]([CH3:49])([CH3:48])[CH3:47])=[O:44])[CH2:39][CH2:38]1)(=O)=O.O. Product: [F:1][C:2]1[CH:10]=[C:9]2[C:5]([C:6]([C:20]3[CH:24]=[N:23][N:22]([CH2:36][CH:37]4[CH2:42][CH2:41][N:40]([C:43]([O:45][C:46]([CH3:47])([CH3:49])[CH3:48])=[O:44])[CH2:39][CH2:38]4)[CH:21]=3)=[CH:7][N:8]2[S:11]([C:14]2[CH:15]=[CH:16][CH:17]=[CH:18][CH:19]=2)(=[O:12])=[O:13])=[CH:4][CH:3]=1. The catalyst class is: 3. (3) Reactant: [CH2:1]([C:3]1[S:36][C:6]2[N:7]([CH2:21][C:22]3[CH:27]=[CH:26][C:25]([C:28]4[C:29]([C:34]#[N:35])=[CH:30][CH:31]=[CH:32][CH:33]=4)=[CH:24][CH:23]=3)[C:8](=[O:20])[C:9]([CH2:12][CH2:13][C:14]3[CH:19]=[CH:18][CH:17]=[CH:16][CH:15]=3)=[C:10]([OH:11])[C:5]=2[CH:4]=1)[CH3:2].N1C=CC=CC=1.[F:43][C:44]([F:57])([F:56])[S:45](O[S:45]([C:44]([F:57])([F:56])[F:43])(=[O:47])=[O:46])(=[O:47])=[O:46]. Product: [F:43][C:44]([F:57])([F:56])[S:45]([O:11][C:10]1[C:5]2[CH:4]=[C:3]([CH2:1][CH3:2])[S:36][C:6]=2[N:7]([CH2:21][C:22]2[CH:23]=[CH:24][C:25]([C:28]3[CH:33]=[CH:32][CH:31]=[CH:30][C:29]=3[C:34]#[N:35])=[CH:26][CH:27]=2)[C:8](=[O:20])[C:9]=1[CH2:12][CH2:13][C:14]1[CH:15]=[CH:16][CH:17]=[CH:18][CH:19]=1)(=[O:47])=[O:46]. The catalyst class is: 13. (4) Reactant: ClCCCl.O=[CH:6][CH2:7][NH:8][C:9](=[O:15])[O:10][C:11]([CH3:14])([CH3:13])[CH3:12].[CH2:16]([N:23]1[CH2:27][CH2:26][C@H:25]([NH:28][CH3:29])[CH2:24]1)[C:17]1[CH:22]=[CH:21][CH:20]=[CH:19][CH:18]=1.C(O[BH-](OC(=O)C)OC(=O)C)(=O)C.[Na+]. Product: [CH2:16]([N:23]1[CH2:27][CH2:26][C@H:25]([N:28]([CH2:6][CH2:7][NH:8][C:9]([O:10][C:11]([CH3:14])([CH3:13])[CH3:12])=[O:15])[CH3:29])[CH2:24]1)[C:17]1[CH:18]=[CH:19][CH:20]=[CH:21][CH:22]=1. The catalyst class is: 15. (5) Reactant: [CH:1]([S:3]([CH:6]=[CH2:7])(=[O:5])=[O:4])=[CH2:2].C(N(CC)CC)C.[NH2:15][CH2:16][CH2:17][CH2:18][NH:19][C@:20]12[CH2:55][CH2:54][C@@H:53]([C:56]([CH3:58])=[CH2:57])[C@@H:21]1[C@@H:22]1[C@@:35]([CH3:38])([CH2:36][CH2:37]2)[C@@:34]2([CH3:39])[C@@H:25]([C@:26]3([CH3:52])[C@@H:31]([CH2:32][CH2:33]2)[C:30]([CH3:41])([CH3:40])[C:29]([C:42]2[CH:51]=[CH:50][C:45]([C:46]([O:48]C)=[O:47])=[CH:44][CH:43]=2)=[CH:28][CH2:27]3)[CH2:24][CH2:23]1. Product: [O:4]=[S:3]1(=[O:5])[CH2:6][CH2:7][N:15]([CH2:16][CH2:17][CH2:18][NH:19][C@:20]23[CH2:55][CH2:54][C@@H:53]([C:56]([CH3:58])=[CH2:57])[C@@H:21]2[C@@H:22]2[C@@:35]([CH3:38])([CH2:36][CH2:37]3)[C@@:34]3([CH3:39])[C@@H:25]([C@:26]4([CH3:52])[C@@H:31]([CH2:32][CH2:33]3)[C:30]([CH3:41])([CH3:40])[C:29]([C:42]3[CH:43]=[CH:44][C:45]([C:46]([OH:48])=[O:47])=[CH:50][CH:51]=3)=[CH:28][CH2:27]4)[CH2:24][CH2:23]2)[CH2:2][CH2:1]1. The catalyst class is: 14. (6) Reactant: Cl[C:2]1[C:11]2=[N:12][N:13](CC3C=CC(OC)=CC=3)[CH:14]=[C:10]2[C:9]2[CH:8]=[C:7]([O:24][CH3:25])[CH:6]=[CH:5][C:4]=2[N:3]=1.[CH3:26][O:27][C:28]1[CH:29]=[C:30]([CH:32]=[CH:33][CH:34]=1)[NH2:31].Cl. Product: [CH3:26][O:27][C:28]1[CH:29]=[C:30]([NH:31][C:2]2[C:11]3=[N:12][NH:13][CH:14]=[C:10]3[C:9]3[CH:8]=[C:7]([O:24][CH3:25])[CH:6]=[CH:5][C:4]=3[N:3]=2)[CH:32]=[CH:33][CH:34]=1. The catalyst class is: 71. (7) Reactant: [F:1][C:2]1[CH:7]=[CH:6][C:5]([C@H:8]([NH:30]C(=O)OC(C)(C)C)[C:9](=[O:29])[NH:10][C@@H:11]2[C:17](=[O:18])[NH:16][C:15]3[CH:19]=[CH:20][CH:21]=[CH:22][C:14]=3[O:13][C@@H:12]2[C:23]2[CH:28]=[CH:27][CH:26]=[CH:25][CH:24]=2)=[CH:4][CH:3]=1.FC(F)(F)C(O)=O. Product: [NH2:30][C@@H:8]([C:5]1[CH:4]=[CH:3][C:2]([F:1])=[CH:7][CH:6]=1)[C:9]([NH:10][C@@H:11]1[C:17](=[O:18])[NH:16][C:15]2[CH:19]=[CH:20][CH:21]=[CH:22][C:14]=2[O:13][C@@H:12]1[C:23]1[CH:28]=[CH:27][CH:26]=[CH:25][CH:24]=1)=[O:29]. The catalyst class is: 4.